Dataset: Forward reaction prediction with 1.9M reactions from USPTO patents (1976-2016). Task: Predict the product of the given reaction. Given the reactants [NH2:1][C@H:2]([C:12]1[N:17]=[CH:16][C:15]([C:18]#[C:19][C:20]([CH3:23])([OH:22])[CH3:21])=[CH:14][C:13]=1[Br:24])[CH2:3][C:4]1[CH:9]=[C:8]([F:10])[CH:7]=[C:6]([F:11])[CH:5]=1.[F:25][CH:26]([F:44])[C:27]1[C:35]2[C:34]([F:37])([F:36])[CH2:33][CH2:32][C:31]([F:39])([F:38])[C:30]=2[N:29]([CH2:40][C:41](O)=[O:42])[N:28]=1.CCN(C(C)C)C(C)C.CN(C(ON1N=NC2C=CC=NC1=2)=[N+](C)C)C.F[P-](F)(F)(F)(F)F, predict the reaction product. The product is: [Br:24][C:13]1[C:12]([C@@H:2]([NH:1][C:41](=[O:42])[CH2:40][N:29]2[C:30]3[C:31]([F:38])([F:39])[CH2:32][CH2:33][C:34]([F:36])([F:37])[C:35]=3[C:27]([CH:26]([F:44])[F:25])=[N:28]2)[CH2:3][C:4]2[CH:9]=[C:8]([F:10])[CH:7]=[C:6]([F:11])[CH:5]=2)=[N:17][CH:16]=[C:15]([C:18]#[C:19][C:20]([OH:22])([CH3:21])[CH3:23])[CH:14]=1.